From a dataset of Retrosynthesis with 50K atom-mapped reactions and 10 reaction types from USPTO. Predict the reactants needed to synthesize the given product. Given the product COC(=O)c1ccc(/C=C/c2cc(SC)ccc2O)nc1, predict the reactants needed to synthesize it. The reactants are: COC(=O)c1ccc(/C=C/c2cc(SC)ccc2OC(C)=O)nc1.